Dataset: Peptide-MHC class I binding affinity with 185,985 pairs from IEDB/IMGT. Task: Regression. Given a peptide amino acid sequence and an MHC pseudo amino acid sequence, predict their binding affinity value. This is MHC class I binding data. The MHC is HLA-A02:01 with pseudo-sequence HLA-A02:01. The binding affinity (normalized) is 0.599. The peptide sequence is SLAALIVGLVFAL.